Dataset: Catalyst prediction with 721,799 reactions and 888 catalyst types from USPTO. Task: Predict which catalyst facilitates the given reaction. (1) Reactant: [CH3:1][O:2][C:3]1[CH:8]=[C:7]2[N:9]=[CH:10][N:11]=[C:12]([NH:13][C:14]3[CH:19]=[CH:18][C:17]([F:20])=[C:16]([Cl:21])[CH:15]=3)[C:6]2=[CH:5][C:4]=1[O:22][CH2:23][CH2:24][CH2:25][N:26]1[CH2:31][CH2:30][O:29][CH2:28][CH2:27]1.Cl. Product: [CH3:1][O:2][C:3]1[CH:8]=[C:7]2[N:9]=[CH:10][N:11]=[C:12]([NH:13][C:14]3[CH:19]=[CH:18][C:17]([F:20])=[C:16]([Cl:21])[CH:15]=3)[C:6]2=[CH:5][C:4]=1[O:22][CH2:23][CH2:24][CH2:25][N:26]1[CH2:31][CH2:30][O:29][CH2:28][CH2:27]1. The catalyst class is: 72. (2) Reactant: C1C=CC(P(C2C=CC=CC=2)C2C=CC=CC=2)=CC=1.[N:20]([CH:23]([C:25]1[C:30]([C:31]2[CH:36]=[CH:35][CH:34]=[CH:33][CH:32]=2)=[N:29][N:28]([CH2:37][C:38]2[CH:43]=[CH:42][CH:41]=[CH:40][CH:39]=2)[C:27](=[O:44])[CH:26]=1)[CH3:24])=[N+]=[N-].O. Product: [NH2:20][CH:23]([C:25]1[C:30]([C:31]2[CH:36]=[CH:35][CH:34]=[CH:33][CH:32]=2)=[N:29][N:28]([CH2:37][C:38]2[CH:43]=[CH:42][CH:41]=[CH:40][CH:39]=2)[C:27](=[O:44])[CH:26]=1)[CH3:24]. The catalyst class is: 1. (3) Reactant: [H-].[Na+].[I:3][C:4]1[CH:9]=[CH:8][C:7]([OH:10])=[CH:6][CH:5]=1.Cl[C:12]1[N:17]=[C:16]([O:18][CH3:19])[CH:15]=[CH:14][N:13]=1.O. Product: [I:3][C:4]1[CH:9]=[CH:8][C:7]([O:10][C:12]2[N:17]=[C:16]([O:18][CH3:19])[CH:15]=[CH:14][N:13]=2)=[CH:6][CH:5]=1. The catalyst class is: 3.